From a dataset of Full USPTO retrosynthesis dataset with 1.9M reactions from patents (1976-2016). Predict the reactants needed to synthesize the given product. (1) Given the product [NH2:8][C:9]1[C:10]([C:19]([NH:7][C:2]2[CH:3]=[CH:4][CH:5]=[CH:6][N:1]=2)=[O:20])=[N:11][C:12]([Cl:18])=[C:13]([NH:15][CH2:16][CH3:17])[N:14]=1, predict the reactants needed to synthesize it. The reactants are: [N:1]1[CH:6]=[CH:5][CH:4]=[CH:3][C:2]=1[NH2:7].[NH2:8][C:9]1[C:10]([C:19](O)=[O:20])=[N:11][C:12]([Cl:18])=[C:13]([NH:15][CH2:16][CH3:17])[N:14]=1. (2) Given the product [CH2:2]([O:4][C:5](=[O:21])[C:6]1[CH:7]=[CH:8][C:9]([C:12]2[S:13][CH:14]=[C:15]([C:17]([NH:20][C:29](=[O:36])[C:30]3[CH:35]=[CH:34][CH:33]=[CH:32][CH:31]=3)([CH3:18])[CH3:19])[N:16]=2)=[CH:10][CH:11]=1)[CH3:3], predict the reactants needed to synthesize it. The reactants are: Br.[CH2:2]([O:4][C:5](=[O:21])[C:6]1[CH:11]=[CH:10][C:9]([C:12]2[S:13][CH:14]=[C:15]([C:17]([NH2:20])([CH3:19])[CH3:18])[N:16]=2)=[CH:8][CH:7]=1)[CH3:3].CN1CCOCC1.[C:29](Cl)(=[O:36])[C:30]1[CH:35]=[CH:34][CH:33]=[CH:32][CH:31]=1. (3) Given the product [C:43]([O:42][C:40]([N:37]1[CH2:38][CH2:39][C:34](=[CH:9][C:10]2[CH:15]=[CH:14][CH:13]=[C:12]([O:16][C:17]3[CH:22]=[CH:21][C:20]([C:23]([F:24])([F:25])[F:26])=[CH:19][N:18]=3)[CH:11]=2)[CH2:35][CH2:36]1)=[O:41])([CH3:46])([CH3:44])[CH3:45], predict the reactants needed to synthesize it. The reactants are: C(OP([CH2:9][C:10]1[CH:15]=[CH:14][CH:13]=[C:12]([O:16][C:17]2[CH:22]=[CH:21][C:20]([C:23]([F:26])([F:25])[F:24])=[CH:19][N:18]=2)[CH:11]=1)(=O)OCC)C.C(O[K])(C)(C)C.O=[C:34]1[CH2:39][CH2:38][N:37]([C:40]([O:42][C:43]([CH3:46])([CH3:45])[CH3:44])=[O:41])[CH2:36][CH2:35]1.P(=O)([O-])[O-]. (4) Given the product [CH3:5][C:6]1[CH:13]=[CH:12][CH:11]=[C:10]([N+:14]([O-:16])=[O:15])[C:7]=1[CH2:8][Br:2], predict the reactants needed to synthesize it. The reactants are: P(Br)(Br)[Br:2].[CH3:5][C:6]1[CH:13]=[CH:12][CH:11]=[C:10]([N+:14]([O-:16])=[O:15])[C:7]=1[CH2:8]O. (5) The reactants are: C[Si]([C:5]#[C:6][C:7]1[C:15]2[C:14]([N:16]3[C@@H:20]4[CH2:21][N:22]([C:25]([O:27]CC[Si](C)(C)C)=O)[CH2:23][CH2:24][C@@H:19]4[CH2:18][CH2:17]3)=[N:13][CH:12]=[N:11][C:10]=2[NH:9][CH:8]=1)(C)C.[CH2:34]1COC[CH2:35]1.CCCC[N+](CCCC)(CCCC)CCCC.[F-]. Given the product [C:6]([C:7]1[C:15]2[C:14]([N:16]3[C@@H:20]4[CH2:21][N:22]([C:25](=[O:27])[CH:34]=[CH2:35])[CH2:23][CH2:24][C@@H:19]4[CH2:18][CH2:17]3)=[N:13][CH:12]=[N:11][C:10]=2[NH:9][CH:8]=1)#[CH:5], predict the reactants needed to synthesize it. (6) The reactants are: [N+:1]([C:4]1[S:8][C:7]([C:9]([O:11][CH2:12][CH3:13])=[O:10])=[CH:6][CH:5]=1)([O-])=O.O. Given the product [NH2:1][C:4]1[S:8][C:7]([C:9]([O:11][CH2:12][CH3:13])=[O:10])=[CH:6][CH:5]=1, predict the reactants needed to synthesize it.